From a dataset of Forward reaction prediction with 1.9M reactions from USPTO patents (1976-2016). Predict the product of the given reaction. (1) Given the reactants [CH2:1]([N:8]([CH3:16])[CH2:9][C:10]1[CH:15]=[CH:14][CH:13]=[CH:12][N:11]=1)[C:2]1[CH:7]=[CH:6][CH:5]=[CH:4][CH:3]=1.Cl[CH2:18][C:19](=O)[CH3:20], predict the reaction product. The product is: [CH2:1]([N:8]([CH3:16])[C:9]1[C:19]([CH3:20])=[CH:18][N:11]2[C:10]=1[CH:15]=[CH:14][CH:13]=[CH:12]2)[C:2]1[CH:3]=[CH:4][CH:5]=[CH:6][CH:7]=1. (2) Given the reactants [OH-].[K+].[Cl:3][C:4]1[CH:13]=[CH:12][C:7]([C:8]([O:10]C)=[O:9])=[C:6]([CH3:14])[C:5]=1[S:15]C(N(C)C)=O.O.Cl, predict the reaction product. The product is: [Cl:3][C:4]1[CH:13]=[CH:12][C:7]([C:8]([OH:10])=[O:9])=[C:6]([CH3:14])[C:5]=1[SH:15]. (3) Given the reactants O=[Si]=O.C(O)C.[C:7]([O:12][CH2:13][CH2:14][CH2:15][Si](OC)(OC)OC)(=[O:11])[C:8]([CH3:10])=[CH2:9], predict the reaction product. The product is: [C:7]([O:12][CH2:13][CH2:14][CH3:15])(=[O:11])[C:8]([CH3:10])=[CH2:9]. (4) Given the reactants C[O:2][C:3](=[O:17])[CH:4]([CH2:13][CH:14]([CH3:16])[CH3:15])[CH2:5][C:6]([O:8][C:9]([CH3:12])([CH3:11])[CH3:10])=[O:7].O[Li].O, predict the reaction product. The product is: [C:9]([O:8][C:6](=[O:7])[CH2:5][CH:4]([CH2:13][CH:14]([CH3:15])[CH3:16])[C:3]([OH:17])=[O:2])([CH3:12])([CH3:11])[CH3:10]. (5) Given the reactants [F:1][C:2]1[CH:7]=[C:6]([I:8])[CH:5]=[CH:4][C:3]=1[NH:9][CH:10]=[C:11]([C:17]([O:19]CC)=O)[C:12]([O:14][CH2:15][CH3:16])=[O:13].CS(O)(=O)=O.O=P12OP3(OP(OP(O3)(O1)=O)(=O)O2)=O, predict the reaction product. The product is: [F:1][C:2]1[CH:7]=[C:6]([I:8])[CH:5]=[C:4]2[C:3]=1[NH:9][CH:10]=[C:11]([C:12]([O:14][CH2:15][CH3:16])=[O:13])[C:17]2=[O:19].